The task is: Predict the reaction yield, written as a fraction of the theoretical maximum amount of product (1.0 means a 100% yield; for example, 0.34 means a 34% yield).. This data is from Reaction yield outcomes from USPTO patents with 853,638 reactions. (1) The product is [CH3:22][O:16][C@@H:14]1[CH2:15][NH:11][C@H:12]([C:17]([OH:19])=[O:18])[CH2:13]1. The reactants are C(OC([N:11]1[CH2:15][C@@H:14]([OH:16])[CH2:13][C@H:12]1[C:17]([OH:19])=[O:18])=O)C1C=CC=CC=1.[H-].[Na+].[CH3:22]I.[H][H]. The yield is 0.910. The catalyst is C1COCC1.CO.[OH-].[OH-].[Pd+2]. (2) The reactants are [N+:1]([C:4]1[CH:9]=[CH:8][C:7]([CH:10]([CH3:12])[CH3:11])=[CH:6][CH:5]=1)([O-:3])=[O:2].[Br:13]Br.S([O-])(O)=O.[Na+]. The catalyst is [Fe](Cl)(Cl)Cl.O. The product is [Br:13][C:8]1[CH:9]=[C:4]([N+:1]([O-:3])=[O:2])[CH:5]=[CH:6][C:7]=1[CH:10]([CH3:12])[CH3:11]. The yield is 0.980.